Dataset: Catalyst prediction with 721,799 reactions and 888 catalyst types from USPTO. Task: Predict which catalyst facilitates the given reaction. Reactant: C([BH3-])#N.[Na+].[OH:5][C:6]([C:31]([F:34])([F:33])[F:32])([CH2:20][CH:21]1[C:30]2[C:25](=[CH:26][CH:27]=[CH:28][CH:29]=2)[S:24][CH2:23][CH2:22]1)[CH:7]=[N:8][C:9]1[CH:18]=[CH:17][CH:16]=[C:15]2[C:10]=1[CH:11]=[CH:12][C:13](=[O:19])[NH:14]2.C(=O)(O)[O-].[Na+]. Product: [OH:5][C:6]([C:31]([F:33])([F:34])[F:32])([CH2:20][CH:21]1[C:30]2[C:25](=[CH:26][CH:27]=[CH:28][CH:29]=2)[S:24][CH2:23][CH2:22]1)[CH2:7][NH:8][C:9]1[CH:18]=[CH:17][CH:16]=[C:15]2[C:10]=1[CH:11]=[CH:12][C:13](=[O:19])[NH:14]2. The catalyst class is: 130.